Dataset: Forward reaction prediction with 1.9M reactions from USPTO patents (1976-2016). Task: Predict the product of the given reaction. Given the reactants [CH3:1][C:2]1[CH:7]=[CH:6][C:5]([C:8]2[O:9][C:10]([CH3:13])=[N:11][N:12]=2)=[CH:4][C:3]=1[C:14]1[CH:19]=[CH:18][C:17]([C:20]([NH:22][CH2:23][C:24]2[CH:29]=[CH:28][CH:27]=[CH:26][C:25]=2[C:30]([F:33])([F:32])[F:31])=[O:21])=[CH:16][CH:15]=1.I[CH3:35], predict the reaction product. The product is: [CH3:1][C:2]1[CH:7]=[CH:6][C:5]([C:8]2[O:9][C:10]([CH3:13])=[N:11][N:12]=2)=[CH:4][C:3]=1[C:14]1[CH:15]=[CH:16][C:17]([C:20]([N:22]([CH3:35])[CH2:23][C:24]2[CH:29]=[CH:28][CH:27]=[CH:26][C:25]=2[C:30]([F:32])([F:33])[F:31])=[O:21])=[CH:18][CH:19]=1.